Dataset: Forward reaction prediction with 1.9M reactions from USPTO patents (1976-2016). Task: Predict the product of the given reaction. (1) Given the reactants Cl.[NH2:2][C:3]([CH3:10])([CH2:6][CH2:7][CH2:8][F:9])[C:4]#[N:5].C(=O)([O-])[O-].[K+].[K+].Cl[C:18]([O:20][CH2:21][C:22]1[CH:27]=[CH:26][CH:25]=[CH:24][CH:23]=1)=[O:19], predict the reaction product. The product is: [C:4]([C:3]([NH:2][C:18](=[O:19])[O:20][CH2:21][C:22]1[CH:27]=[CH:26][CH:25]=[CH:24][CH:23]=1)([CH2:6][CH2:7][CH2:8][F:9])[CH3:10])#[N:5]. (2) Given the reactants [Cl:1][C:2]1[CH:3]=[CH:4][C:5]2[N:6]=[CH:7][NH:8][C:9](=O)[C:10]=2[N:11]=1.O=P(Cl)(Cl)[Cl:15], predict the reaction product. The product is: [Cl:15][C:9]1[C:10]2[N:11]=[C:2]([Cl:1])[CH:3]=[CH:4][C:5]=2[N:6]=[CH:7][N:8]=1. (3) The product is: [OH:2][C:3]1[C:8]2[NH:9][C:10]([C:12]3[S:13][CH:14]=[CH:15][CH:16]=3)=[N:11][C:7]=2[C:6]([C:17]([NH:19][CH2:20][CH2:21][N:22]2[CH2:23][CH2:24][NH:25][CH2:26][CH2:27]2)=[O:18])=[CH:5][CH:4]=1. Given the reactants C[O:2][C:3]1[C:8]2[NH:9][C:10]([C:12]3[S:13][CH:14]=[CH:15][CH:16]=3)=[N:11][C:7]=2[C:6]([C:17]([NH:19][CH2:20][CH2:21][N:22]2[CH2:27][CH2:26][N:25](C([O-])=O)[CH2:24][CH2:23]2)=[O:18])=[CH:5][CH:4]=1.B(Br)(Br)Br, predict the reaction product. (4) Given the reactants Br[C:2]1[CH:3]=[C:4]([C:8]2[C:14]3[CH:15]=[C:16]([O:21][CH3:22])[C:17]([O:19][CH3:20])=[CH:18][C:13]=3[N:12]([CH3:23])[C:11](=[O:24])[CH2:10][N:9]=2)[CH:5]=[CH:6][CH:7]=1.[Cl:25][C:26]1[CH:27]=[C:28](B(O)O)[CH:29]=[CH:30][CH:31]=1.ClC1C=CC(B(O)O)=CC=1, predict the reaction product. The product is: [Cl:25][C:26]1[CH:27]=[CH:28][C:29]([C:2]2[CH:7]=[CH:6][CH:5]=[C:4]([C:8]3[C:14]4[CH:15]=[C:16]([O:21][CH3:22])[C:17]([O:19][CH3:20])=[CH:18][C:13]=4[N:12]([CH3:23])[C:11](=[O:24])[CH2:10][N:9]=3)[CH:3]=2)=[CH:30][CH:31]=1.